From a dataset of Forward reaction prediction with 1.9M reactions from USPTO patents (1976-2016). Predict the product of the given reaction. (1) Given the reactants C1N=C(N)C2N=CN([C@@H]3O[C@H](COP(OP(OC[C@H]4O[C@@H](N5C=C(C(N)=O)CC=C5)[C@H](O)[C@@H]4O)(O)=O)(O)=O)[C@@H](O)[C@H]3O)C=2N=1.[C:45]1([OH:51])[CH:50]=[CH:49][CH:48]=[CH:47][CH:46]=1.Br[CH2:53][CH2:54][CH2:55][CH2:56][CH2:57][CH2:58][CH2:59][OH:60], predict the reaction product. The product is: [C:45]1([O:51][CH2:53][CH2:54][CH2:55][CH2:56][CH2:57][CH2:58][CH2:59][OH:60])[CH:50]=[CH:49][CH:48]=[CH:47][CH:46]=1. (2) Given the reactants C(OC([N:8]1[CH2:12][C@H:11]([O:13][CH3:14])[C@@H:10]([CH2:15][O:16][C:17]2[C:18]3[C:32]([Cl:33])=[CH:31][NH:30][C:19]=3[N:20]=[C:21]([NH:23][C:24]3[CH:25]=[N:26][N:27]([CH3:29])[CH:28]=3)[N:22]=2)[CH2:9]1)=O)(C)(C)C.[C:34]([OH:40])([C:36]([F:39])([F:38])[F:37])=[O:35], predict the reaction product. The product is: [F:37][C:36]([F:39])([F:38])[C:34]([OH:40])=[O:35].[Cl:33][C:32]1[C:18]2[C:17]([O:16][CH2:15][C@@H:10]3[C@@H:11]([O:13][CH3:14])[CH2:12][NH:8][CH2:9]3)=[N:22][C:21]([NH:23][C:24]3[CH:25]=[N:26][N:27]([CH3:29])[CH:28]=3)=[N:20][C:19]=2[NH:30][CH:31]=1.